This data is from Buchwald-Hartwig C-N cross coupling reaction yields with 55,370 reactions. The task is: Predict the reaction yield, written as a fraction of the theoretical maximum amount of product (1.0 means a 100% yield; for example, 0.34 means a 34% yield). (1) The reactants are Brc1ccccn1.Cc1ccc(N)cc1.O=S(=O)(O[Pd]1c2ccccc2-c2ccccc2N~1)C(F)(F)F.CC(C)c1cc(C(C)C)c(-c2ccccc2P(C2CCCCC2)C2CCCCC2)c(C(C)C)c1.CCN=P(N=P(N(C)C)(N(C)C)N(C)C)(N(C)C)N(C)C.Fc1cccc(F)c1-c1ccno1. No catalyst specified. The product is Cc1ccc(Nc2ccccn2)cc1. The yield is 0.164. (2) The reactants are COc1ccc(I)cc1.Cc1ccc(N)cc1.O=S(=O)(O[Pd]1c2ccccc2-c2ccccc2N~1)C(F)(F)F.COc1ccc(OC)c(P(C(C)(C)C)C(C)(C)C)c1-c1c(C(C)C)cc(C(C)C)cc1C(C)C.CCN=P(N=P(N(C)C)(N(C)C)N(C)C)(N(C)C)N(C)C.Cc1cc(-c2ccccc2)on1. No catalyst specified. The product is COc1ccc(Nc2ccc(C)cc2)cc1. The yield is 0.497. (3) The reactants are CCc1ccc(Cl)cc1.Cc1ccc(N)cc1.O=S(=O)(O[Pd]1c2ccccc2-c2ccccc2N~1)C(F)(F)F.COc1ccc(OC)c(P([C@]23C[C@H]4C[C@H](C[C@H](C4)C2)C3)[C@]23C[C@H]4C[C@H](C[C@H](C4)C2)C3)c1-c1c(C(C)C)cc(C(C)C)cc1C(C)C.CN(C)C(=NC(C)(C)C)N(C)C.c1ccc(-c2ccon2)cc1. No catalyst specified. The product is CCc1ccc(Nc2ccc(C)cc2)cc1. The yield is 0.0262. (4) No catalyst specified. The reactants are Clc1ccccn1.Cc1ccc(N)cc1.O=S(=O)(O[Pd]1c2ccccc2-c2ccccc2N~1)C(F)(F)F.COc1ccc(OC)c(P(C(C)(C)C)C(C)(C)C)c1-c1c(C(C)C)cc(C(C)C)cc1C(C)C.CN1CCCN2CCCN=C12.Cc1cc(C)on1. The yield is 0.791. The product is Cc1ccc(Nc2ccccn2)cc1. (5) The reactants are COc1ccc(I)cc1.Cc1ccc(N)cc1.O=S(=O)(O[Pd]1c2ccccc2-c2ccccc2N~1)C(F)(F)F.COc1ccc(OC)c(P(C(C)(C)C)C(C)(C)C)c1-c1c(C(C)C)cc(C(C)C)cc1C(C)C.CCN=P(N=P(N(C)C)(N(C)C)N(C)C)(N(C)C)N(C)C.Fc1cccc(F)c1-c1ccno1. No catalyst specified. The product is COc1ccc(Nc2ccc(C)cc2)cc1. The yield is 0.147. (6) The reactants are Brc1cccnc1.Cc1ccc(N)cc1.O=S(=O)(O[Pd]1c2ccccc2-c2ccccc2N~1)C(F)(F)F.CC(C)c1cc(C(C)C)c(-c2ccccc2P(C(C)(C)C)C(C)(C)C)c(C(C)C)c1.CN1CCCN2CCCN=C12.c1ccc(CN(Cc2ccccc2)c2ccno2)cc1. No catalyst specified. The product is Cc1ccc(Nc2cccnc2)cc1. The yield is 0.560. (7) The reactants are CCc1ccc(Br)cc1.Cc1ccc(N)cc1.O=S(=O)(O[Pd]1c2ccccc2-c2ccccc2N~1)C(F)(F)F.COc1ccc(OC)c(P([C@]23C[C@H]4C[C@H](C[C@H](C4)C2)C3)[C@]23C[C@H]4C[C@H](C[C@H](C4)C2)C3)c1-c1c(C(C)C)cc(C(C)C)cc1C(C)C.CCN=P(N=P(N(C)C)(N(C)C)N(C)C)(N(C)C)N(C)C.COC(=O)c1ccno1. No catalyst specified. The product is CCc1ccc(Nc2ccc(C)cc2)cc1. The yield is 0.0975. (8) The reactants are CCc1ccc(Br)cc1.Cc1ccc(N)cc1.O=S(=O)(O[Pd]1c2ccccc2-c2ccccc2N~1)C(F)(F)F.CC(C)c1cc(C(C)C)c(-c2ccccc2P(C2CCCCC2)C2CCCCC2)c(C(C)C)c1.CN1CCCN2CCCN=C12.CCOC(=O)c1ccon1. No catalyst specified. The product is CCc1ccc(Nc2ccc(C)cc2)cc1. The yield is 0.231. (9) No catalyst specified. The yield is 0.231. The reactants are FC(F)(F)c1ccc(I)cc1.Cc1ccc(N)cc1.O=S(=O)(O[Pd]1c2ccccc2-c2ccccc2N~1)C(F)(F)F.CC(C)c1cc(C(C)C)c(-c2ccccc2P(C(C)(C)C)C(C)(C)C)c(C(C)C)c1.CN1CCCN2CCCN=C12.CCOC(=O)c1cnoc1. The product is Cc1ccc(Nc2ccc(C(F)(F)F)cc2)cc1.